Dataset: Full USPTO retrosynthesis dataset with 1.9M reactions from patents (1976-2016). Task: Predict the reactants needed to synthesize the given product. (1) Given the product [C:13]1([CH3:12])[CH:18]=[CH:17][C:16]([NH:19][CH:2]2[N:7]([N+:8]([O-:10])=[O:9])[CH:6]=[CH:5][C:4]([NH:22][C:26]3[CH:27]=[CH:18][C:13]([CH3:14])=[CH:12][CH:28]=3)=[N:3]2)=[CH:15][CH:14]=1, predict the reactants needed to synthesize it. The reactants are: Cl[CH:2]1[N:7]([N+:8]([O-:10])=[O:9])[CH:6]=[CH:5][C:4](Cl)=[N:3]1.[CH3:12][C:13]1[CH:14]=[CH:15][C:16]([NH2:19])=[CH:17][CH:18]=1.CC[N:22]([CH:26]([CH3:28])[CH3:27])C(C)C. (2) Given the product [CH:1]([C:3]1[CH:8]=[CH:7][CH:6]=[CH:5][C:4]=1[C:13]1[CH:19]=[CH:18][C:16]([NH2:17])=[C:15]([F:20])[CH:14]=1)=[O:2], predict the reactants needed to synthesize it. The reactants are: [CH:1]([C:3]1[CH:8]=[CH:7][CH:6]=[CH:5][C:4]=1B(O)O)=[O:2].Br[C:13]1[CH:19]=[CH:18][C:16]([NH2:17])=[C:15]([F:20])[CH:14]=1.C([O-])([O-])=O.[Na+].[Na+]. (3) Given the product [Br:1][C:2]1[CH:11]=[CH:10][C:9]2[C:4](=[CH:5][CH:6]=[C:7]([O:12][CH3:13])[CH:8]=2)[CH:3]=1, predict the reactants needed to synthesize it. The reactants are: [Br:1][C:2]1[CH:3]=[C:4]2[C:9](=[CH:10][CH:11]=1)[CH:8]=[C:7]([OH:12])[CH:6]=[CH:5]2.[C:13]([O-])([O-])=O.[Cs+].[Cs+]. (4) Given the product [Br:18][CH2:3][C:4]1[C:9]([CH3:10])=[CH:8][CH:7]=[CH:6][C:5]=1[N:11]1[C:15](=[O:16])[N:14]([CH3:17])[N:13]=[N:12]1, predict the reactants needed to synthesize it. The reactants are: CO[CH2:3][C:4]1[C:9]([CH3:10])=[CH:8][CH:7]=[CH:6][C:5]=1[N:11]1[C:15](=[O:16])[N:14]([CH3:17])[N:13]=[N:12]1.[BrH:18].C(O)(=O)C.O.C(=O)(O)[O-].[Na+]. (5) Given the product [CH3:13][O:12][C:7]1[CH:8]=[C:9]2[C:4](=[CH:5][CH:6]=1)[CH:3]=[C:2]([C:22]1[CH:23]=[C:18]([CH:19]=[CH:20][CH:21]=1)[C:16]([O:15][CH3:14])=[O:17])[CH:11]=[CH:10]2, predict the reactants needed to synthesize it. The reactants are: Br[C:2]1[CH:11]=[CH:10][C:9]2[C:4](=[CH:5][CH:6]=[C:7]([O:12][CH3:13])[CH:8]=2)[CH:3]=1.[CH3:14][O:15][C:16]([C:18]1[CH:19]=[C:20](B(O)O)[CH:21]=[CH:22][CH:23]=1)=[O:17].C(=O)([O-])[O-].[Na+].[Na+]. (6) The reactants are: [F:1][C:2]([F:21])([F:20])[C:3]([F:19])([F:18])[S:4]([O:7]S(C(F)(F)C(F)(F)F)(=O)=O)(=[O:6])=[O:5].F[C:23](F)(F)C(F)(F)S(O)(=O)=O.C(=O)(OC)OC. Given the product [F:1][C:2]([F:21])([F:20])[C:3]([F:19])([F:18])[S:4]([O:7][CH3:23])(=[O:6])=[O:5], predict the reactants needed to synthesize it.